Task: Predict the reaction yield, written as a fraction of the theoretical maximum amount of product (1.0 means a 100% yield; for example, 0.34 means a 34% yield).. Dataset: Reaction yield outcomes from USPTO patents with 853,638 reactions (1) The reactants are C[O:2][C:3]1[CH:8]=[CH:7][C:6]([C:9]2[N:10]=[CH:11][C:12]3[C:17]([CH:18]=2)=[CH:16][CH:15]=[CH:14][CH:13]=3)=[CH:5][CH:4]=1.C(O)(=O)C. The catalyst is I. The product is [CH:11]1[C:12]2[C:17](=[CH:16][CH:15]=[CH:14][CH:13]=2)[CH:18]=[C:9]([C:6]2[CH:7]=[CH:8][C:3]([OH:2])=[CH:4][CH:5]=2)[N:10]=1. The yield is 0.840. (2) The yield is 0.940. The product is [Cl:12][C@H:13]([CH3:17])[C:14]([O:16][C:18]([CH3:21])([CH3:20])[CH3:19])=[O:15]. The catalyst is C(Cl)Cl. The reactants are S([O-])([O-])(=O)=O.[Mg+2].S(=O)(=O)(O)O.[Cl:12][C@H:13]([CH3:17])[C:14]([OH:16])=[O:15].[C:18](O)([CH3:21])([CH3:20])[CH3:19].C(=O)(O)[O-].[Na+]. (3) The reactants are [F:1][C:2]1(F)[CH2:6][NH:5][C@@H:4]([C:7]([O:9][CH3:10])=[O:8])[CH2:3]1. The catalyst is C1COCC1.[O-2].[O-2].[Mn+4]. The product is [F:1][C:2]1[CH:3]=[C:4]([C:7]([O:9][CH3:10])=[O:8])[NH:5][CH:6]=1. The yield is 0.560. (4) No catalyst specified. The product is [Cl:8][CH2:9][CH:10]1[O:7][CH2:6][C@@H:4]2[CH2:5][S:1][CH2:2][N:3]2[CH2:12]1. The yield is 0.0240. The reactants are [S:1]1[CH2:5][C@@H:4]([CH2:6][OH:7])[NH:3][CH2:2]1.[Cl:8][CH2:9][CH:10]1[CH2:12]O1. (5) The reactants are CC([N:5]([C@H:9]([CH2:21][N:22]1[C:30](=[O:31])[C:29]2[C:24](=[CH:25][CH:26]=[CH:27][CH:28]=2)[C:23]1=[O:32])[CH2:10][C:11]1[CH:16]=[CH:15][C:14]([C:17](=O)[CH2:18]Br)=[CH:13][CH:12]=1)[C:6](=[O:8])[O-:7])(C)C.[Br:33][C:34]1[C:35]([NH2:40])=[N:36][CH:37]=[CH:38][CH:39]=1.C(=O)(O)[O-].[Na+]. The catalyst is C(O)(C)C. The product is [Br:33][C:34]1[C:35]2[N:36]([CH:18]=[C:17]([C:14]3[CH:15]=[CH:16][C:11]([CH2:10][C@H:9]([NH:5][C:6](=[O:8])[O:7][C:11]([CH3:16])([CH3:12])[CH3:10])[CH2:21][N:22]4[C:23](=[O:32])[C:24]5[C:29](=[CH:28][CH:27]=[CH:26][CH:25]=5)[C:30]4=[O:31])=[CH:12][CH:13]=3)[N:40]=2)[CH:37]=[CH:38][CH:39]=1. The yield is 0.720. (6) The reactants are CN(C(ON1N=NC2C=CC=NC1=2)=[N+](C)C)C.F[P-](F)(F)(F)(F)F.Cl.[N:26]([CH2:29][C:30]([C:32]1[CH:33]=[CH:34][C:35]2[N:39]=[C:38]([C@@H:40]3[CH2:44][CH2:43][CH2:42][NH:41]3)[NH:37][C:36]=2[CH:45]=1)=[O:31])=[N+:27]=[N-:28].Cl.[CH3:47][N:48]([CH3:59])[C@H:49]([C:53]1[CH:58]=[CH:57][CH:56]=[CH:55][CH:54]=1)[C:50](O)=[O:51].CCN(C(C)C)C(C)C. The catalyst is CN(C)C=O. The product is [N:26]([CH2:29][C:30]([C:32]1[CH:33]=[CH:34][C:35]2[N:39]=[C:38]([C@@H:40]3[CH2:44][CH2:43][CH2:42][N:41]3[C:50](=[O:51])[C@H:49]([N:48]([CH3:47])[CH3:59])[C:53]3[CH:58]=[CH:57][CH:56]=[CH:55][CH:54]=3)[NH:37][C:36]=2[CH:45]=1)=[O:31])=[N+:27]=[N-:28]. The yield is 0.500.